This data is from Forward reaction prediction with 1.9M reactions from USPTO patents (1976-2016). The task is: Predict the product of the given reaction. (1) Given the reactants P(Cl)(Cl)([Cl:3])=O.[Cl:6][C:7]1[CH:12]=[CH:11][CH:10]=[C:9]([Cl:13])[C:8]=1[N:14]1[C:18]2=[N:19][CH:20]=[N:21][C:22](O)=[C:17]2[CH:16]=[N:15]1, predict the reaction product. The product is: [Cl:3][C:22]1[N:21]=[CH:20][N:19]=[C:18]2[N:14]([C:8]3[C:7]([Cl:6])=[CH:12][CH:11]=[CH:10][C:9]=3[Cl:13])[N:15]=[CH:16][C:17]=12. (2) Given the reactants [OH:1][C:2]1[C:3]([CH:26]=O)=[N:4][C:5]([CH2:8][CH2:9][CH2:10][NH:11][C:12]2[C:13]3[C:18]([N:19]=[C:20]4[C:25]=2[CH2:24][CH2:23][CH2:22][CH2:21]4)=[CH:17][CH:16]=[CH:15][CH:14]=3)=[CH:6][CH:7]=1.Cl.[NH2:29][OH:30].CC(O[Na])=O, predict the reaction product. The product is: [OH:1][C:2]1[C:3]([CH:26]=[N:29][OH:30])=[N:4][C:5]([CH2:8][CH2:9][CH2:10][NH:11][C:12]2[C:13]3[C:18]([N:19]=[C:20]4[C:25]=2[CH2:24][CH2:23][CH2:22][CH2:21]4)=[CH:17][CH:16]=[CH:15][CH:14]=3)=[CH:6][CH:7]=1. (3) Given the reactants [Cl:1][C:2]1[CH:3]=[CH:4][C:5]2[O:9][C:8]([C:10]3[CH:11]=[CH:12][C:13]([NH:17][CH2:18][CH2:19][C:20]([F:23])([F:22])[F:21])=[C:14]([CH:16]=3)[NH2:15])=[N:7][C:6]=2[CH:24]=1.Cl.[C:26](=N)(OCC)[CH3:27].C(=O)([O-])O.[Na+], predict the reaction product. The product is: [Cl:1][C:2]1[CH:3]=[CH:4][C:5]2[O:9][C:8]([C:10]3[CH:11]=[CH:12][C:13]4[N:17]([CH2:18][CH2:19][C:20]([F:21])([F:23])[F:22])[C:26]([CH3:27])=[N:15][C:14]=4[CH:16]=3)=[N:7][C:6]=2[CH:24]=1. (4) Given the reactants [CH:1]([C:4]1[CH:12]=[C:7]2[CH:8]=[CH:9][CH:10]=[CH:11][N:6]2[N:5]=1)([CH3:3])[CH3:2].[C:13](OC(=O)C)(=[O:15])[CH3:14], predict the reaction product. The product is: [CH:1]([C:4]1[C:12]([C:13](=[O:15])[CH3:14])=[C:7]2[CH:8]=[CH:9][CH:10]=[CH:11][N:6]2[N:5]=1)([CH3:3])[CH3:2]. (5) Given the reactants [C:1]1([N:7]=[N+]=[N-])[CH:6]=[CH:5][CH:4]=[CH:3][CH:2]=1.C1(P(C2C=CC=CC=2)CCP(C2C=CC=CC=2)C2C=CC=CC=2)C=CC=CC=1.C[Mg]Br.C1C[O:44][CH2:43][CH2:42]1, predict the reaction product. The product is: [C:43]([NH:7][C:1]1[CH:6]=[CH:5][CH:4]=[CH:3][CH:2]=1)(=[O:44])[CH3:42]. (6) Given the reactants Cl.CN(C)CCCN=C=NCC.[C:13]1([S:23]([NH2:26])(=[O:25])=[O:24])[C:14]([S:19]([NH2:22])(=[O:21])=[O:20])=[CH:15][CH:16]=[CH:17][CH:18]=1.[I:27][C:28]1[CH:36]=[CH:35][C:31]([C:32](O)=[O:33])=[CH:30][CH:29]=1.O, predict the reaction product. The product is: [I:27][C:28]1[CH:36]=[CH:35][C:31]([C:32]([NH:22][S:19]([C:14]2[CH:15]=[CH:16][CH:17]=[CH:18][C:13]=2[S:23](=[O:25])(=[O:24])[NH2:26])(=[O:21])=[O:20])=[O:33])=[CH:30][CH:29]=1. (7) Given the reactants C(OC([N:8]1[CH2:13][CH2:12][N:11]([C:14]2[C:15]3[C:30]([O:31][CH3:32])=[CH:29][N:28]=[CH:27][C:16]=3[N:17]=[C:18]([C:20]3[CH:25]=[CH:24][N:23]=[C:22](Cl)[CH:21]=3)[N:19]=2)[CH2:10][CH2:9]1)=O)(C)(C)C.[F:33][C:34]1[C:39]([C:40]([F:43])([F:42])[F:41])=[CH:38][CH:37]=[CH:36][C:35]=1[NH2:44], predict the reaction product. The product is: [F:33][C:34]1[C:39]([C:40]([F:42])([F:43])[F:41])=[CH:38][CH:37]=[CH:36][C:35]=1[NH:44][C:22]1[CH:21]=[C:20]([C:18]2[N:19]=[C:14]([N:11]3[CH2:12][CH2:13][NH:8][CH2:9][CH2:10]3)[C:15]3[C:30]([O:31][CH3:32])=[CH:29][N:28]=[CH:27][C:16]=3[N:17]=2)[CH:25]=[CH:24][N:23]=1.